Dataset: Forward reaction prediction with 1.9M reactions from USPTO patents (1976-2016). Task: Predict the product of the given reaction. (1) Given the reactants [CH2:1]([NH:3][C:4](=[O:6])[O-:5])[CH3:2].[OH:7][C:8]1[C:9]([Cl:21])=[CH:10][C:11]2[CH:12]([CH3:20])[CH:13]3[CH2:17][NH:16][CH2:15][CH:14]3[C:18]=2[CH:19]=1.[CH2:22](Br)[C:23]1[CH:28]=[CH:27][CH:26]=[CH:25][CH:24]=1, predict the reaction product. The product is: [CH2:1]([NH:3][C:4](=[O:5])[O-:6])[CH3:2].[CH2:22]([O:7][C:8]1[C:9]([Cl:21])=[CH:10][C:11]2[CH:12]([CH3:20])[CH:13]3[CH2:17][NH:16][CH2:15][CH:14]3[C:18]=2[CH:19]=1)[C:23]1[CH:28]=[CH:27][CH:26]=[CH:25][CH:24]=1. (2) Given the reactants [O:1]=[C:2]1[CH2:7][CH2:6][CH2:5][CH2:4][CH:3]1[C:8]([O:10][CH2:11][CH3:12])=[O:9].[Br:13]Br, predict the reaction product. The product is: [CH2:11]([O:10][C:8]([C:3]1[CH2:4][CH2:5][CH2:6][CH:7]([Br:13])[C:2]=1[OH:1])=[O:9])[CH3:12].